From a dataset of Full USPTO retrosynthesis dataset with 1.9M reactions from patents (1976-2016). Predict the reactants needed to synthesize the given product. (1) Given the product [NH4+:23].[OH-:13].[C:15]1([CH:21]2[C:25]3([CH2:26][CH2:27][N:28]([C@@H:8]4[CH2:9][CH2:10][CH2:11][CH2:12][C@@H:7]4[C:4]4[CH:5]=[CH:6][C:1]([CH3:14])=[CH:2][CH:3]=4)[CH2:29][CH2:30]3)[C:24](=[O:31])[NH:23][CH2:22]2)[CH:16]=[CH:17][CH:18]=[CH:19][CH:20]=1, predict the reactants needed to synthesize it. The reactants are: [C:1]1([CH3:14])[CH:6]=[CH:5][C:4]([CH:7]2[CH2:12][CH2:11][CH2:10][CH2:9][C:8]2=[O:13])=[CH:3][CH:2]=1.[C:15]1([CH:21]2[C:25]3([CH2:30][CH2:29][NH:28][CH2:27][CH2:26]3)[C:24](=[O:31])[NH:23][CH2:22]2)[CH:20]=[CH:19][CH:18]=[CH:17][CH:16]=1.[OH-].[Na+]. (2) Given the product [Si:37]([O:36][CH2:35][CH2:34][O:31][C:28]1[CH:29]=[CH:30][C:25]([C:15]2[N:14]([C:11]3[CH:10]=[CH:9][C:8]([Cl:7])=[CH:13][CH:12]=3)[C:23](=[O:24])[C:22]3[C:17](=[CH:18][CH:19]=[CH:20][CH:21]=3)[N:16]=2)=[CH:26][C:27]=1[CH3:32])([C:40]([CH3:43])([CH3:42])[CH3:41])([CH3:39])[CH3:38], predict the reactants needed to synthesize it. The reactants are: C([O-])([O-])=O.[K+].[K+].[Cl:7][C:8]1[CH:13]=[CH:12][C:11]([N:14]2[C:23](=[O:24])[C:22]3[C:17](=[CH:18][CH:19]=[CH:20][CH:21]=3)[N:16]=[C:15]2[C:25]2[CH:30]=[CH:29][C:28]([OH:31])=[C:27]([CH3:32])[CH:26]=2)=[CH:10][CH:9]=1.Br[CH2:34][CH2:35][O:36][Si:37]([C:40]([CH3:43])([CH3:42])[CH3:41])([CH3:39])[CH3:38]. (3) Given the product [Cl:1][C:2]1[CH:7]=[C:6]([CH3:8])[CH:5]=[CH:4][C:3]=1[O:9][C:18]1[C:27]2[C:26](=[O:28])[N:25]([CH2:29][C:30]3[CH:31]=[CH:32][C:33]([O:36][CH3:37])=[CH:34][CH:35]=3)[C:24](=[O:38])[N:23]([C:39]3[CH:44]=[CH:43][C:42]([I:45])=[CH:41][C:40]=3[F:46])[C:22]=2[N:21]([CH3:47])[C:20](=[O:48])[CH:19]=1, predict the reactants needed to synthesize it. The reactants are: [Cl:1][C:2]1[CH:7]=[C:6]([CH3:8])[CH:5]=[CH:4][C:3]=1[OH:9].[H-].[Na+].FC(F)(F)S(O[C:18]1[C:27]2[C:26](=[O:28])[N:25]([CH2:29][C:30]3[CH:35]=[CH:34][C:33]([O:36][CH3:37])=[CH:32][CH:31]=3)[C:24](=[O:38])[N:23]([C:39]3[CH:44]=[CH:43][C:42]([I:45])=[CH:41][C:40]=3[F:46])[C:22]=2[N:21]([CH3:47])[C:20](=[O:48])[CH:19]=1)(=O)=O. (4) Given the product [CH2:1]([N:3]1[C:11]2[C:6](=[CH:7][CH:8]=[C:9]([O:12][CH3:13])[CH:10]=2)[C:5]([CH:22]=[O:23])=[CH:4]1)[CH3:2], predict the reactants needed to synthesize it. The reactants are: [CH2:1]([N:3]1[C:11]2[C:6](=[CH:7][CH:8]=[C:9]([O:12][CH3:13])[CH:10]=2)[CH:5]=[CH:4]1)[CH3:2].O=P(Cl)(Cl)Cl.CN([CH:22]=[O:23])C. (5) Given the product [CH:1]1([C@H:7]([NH:16][CH2:17][C:18]2[CH:23]=[CH:22][C:21](/[CH:24]=[CH:25]/[C:26]([NH:28][O:29][CH:30]([O:32][CH2:33][CH:34]([CH3:36])[CH3:35])[CH3:31])=[O:27])=[CH:20][CH:19]=2)[C:8]([OH:10])=[O:9])[CH2:6][CH2:5][CH2:4][CH2:3][CH2:2]1, predict the reactants needed to synthesize it. The reactants are: [CH:1]1([C@H:7]([NH:16][CH2:17][C:18]2[CH:23]=[CH:22][C:21](/[CH:24]=[CH:25]/[C:26]([NH:28][O:29][CH:30]([O:32][CH2:33][CH:34]([CH3:36])[CH3:35])[CH3:31])=[O:27])=[CH:20][CH:19]=2)[C:8]([O:10]C2CCCC2)=[O:9])[CH2:6][CH2:5][CH2:4][CH2:3][CH2:2]1. (6) The reactants are: [CH:1]([C:3]1[CH:8]=[C:7]([N:9]2[CH:13]=[N:12][N:11]=[N:10]2)[CH:6]=[CH:5][C:4]=1[CH2:14][C:15]([OH:17])=O)=[CH2:2].Cl.[N:19]1([CH2:25][CH2:26][C:27]2[CH:36]=[CH:35][C:30]3[C:31](=[O:34])[O:32][CH2:33][C:29]=3[CH:28]=2)[CH2:24][CH2:23][NH:22][CH2:21][CH2:20]1.C(Cl)CCl.C1C=CC2N(O)N=NC=2C=1. Given the product [CH:1]([C:3]1[CH:8]=[C:7]([N:9]2[CH:13]=[N:12][N:11]=[N:10]2)[CH:6]=[CH:5][C:4]=1[CH2:14][C:15]([N:22]1[CH2:23][CH2:24][N:19]([CH2:25][CH2:26][C:27]2[CH:36]=[CH:35][C:30]3[C:31](=[O:34])[O:32][CH2:33][C:29]=3[CH:28]=2)[CH2:20][CH2:21]1)=[O:17])=[CH2:2], predict the reactants needed to synthesize it. (7) Given the product [F:2][C:3]([CH:16]1[CH2:21][CH2:20][N:19]([C:36]([NH:35][C:32]2[CH:33]=[CH:34][N:29]=[N:30][CH:31]=2)=[O:37])[CH2:18][CH2:17]1)([S:5]([C:8]1[CH:13]=[N:12][C:11]([O:14][CH3:15])=[CH:10][CH:9]=1)(=[O:7])=[O:6])[CH3:4], predict the reactants needed to synthesize it. The reactants are: Cl.[F:2][C:3]([CH:16]1[CH2:21][CH2:20][NH:19][CH2:18][CH2:17]1)([S:5]([C:8]1[CH:9]=[CH:10][C:11]([O:14][CH3:15])=[N:12][CH:13]=1)(=[O:7])=[O:6])[CH3:4].C(N(CC)CC)C.[N:29]1[CH:34]=[CH:33][C:32]([NH:35][C:36](=O)[O:37]C2C=CC=CC=2)=[CH:31][N:30]=1. (8) The reactants are: [ClH:1].O1CCOCC1.OC(C(F)(F)F)=O.[CH3:15][O:16][C:17]1[CH:22]=[CH:21][C:20]([NH:23][C:24]2[O:25][CH:26]=[C:27]([C:29]([N:31]3[CH2:36][CH2:35][N:34](C(OC(C)(C)C)=O)[CH2:33][CH:32]3[CH2:44][O:45][C:46]3[CH:47]=[N:48][CH:49]=[CH:50][CH:51]=3)=[O:30])[N:28]=2)=[CH:19][CH:18]=1. Given the product [ClH:1].[ClH:1].[CH3:15][O:16][C:17]1[CH:18]=[CH:19][C:20]([NH:23][C:24]2[O:25][CH:26]=[C:27]([C:29]([N:31]3[CH2:36][CH2:35][NH:34][CH2:33][CH:32]3[CH2:44][O:45][C:46]3[CH:47]=[N:48][CH:49]=[CH:50][CH:51]=3)=[O:30])[N:28]=2)=[CH:21][CH:22]=1, predict the reactants needed to synthesize it. (9) Given the product [O:24]1[C:28]2[CH:29]=[CH:30][CH:31]=[CH:32][C:27]=2[CH:26]=[C:25]1[C:33]([N:4]1[CH2:5][CH2:6][N:1]([CH2:7][CH2:8][N:9]([CH:10]2[CH2:19][CH2:18][C:17]3[C:12](=[CH:13][CH:14]=[CH:15][C:16]=3[OH:20])[CH2:11]2)[CH2:21][CH2:22][CH3:23])[CH2:2][CH2:3]1)=[O:34], predict the reactants needed to synthesize it. The reactants are: [N:1]1([CH2:7][CH2:8][N:9]([CH2:21][CH2:22][CH3:23])[CH:10]2[CH2:19][CH2:18][C:17]3[C:16]([OH:20])=[CH:15][CH:14]=[CH:13][C:12]=3[CH2:11]2)[CH2:6][CH2:5][NH:4][CH2:3][CH2:2]1.[O:24]1[C:28]2[CH:29]=[CH:30][CH:31]=[CH:32][C:27]=2[CH:26]=[C:25]1[C:33](O)=[O:34]. (10) Given the product [ClH:32].[S:1]1[C:5]([CH2:6][NH:7][CH:8]2[CH2:13][CH2:12][N:11]([CH2:14][CH2:15][N:16]3[C:25]4[C:20](=[CH:21][CH:22]=[C:23]([F:26])[CH:24]=4)[N:19]=[CH:18][C:17]3=[O:27])[CH2:10][CH2:9]2)=[CH:4][C:3]2[CH:28]=[CH:29][CH:30]=[CH:31][C:2]1=2, predict the reactants needed to synthesize it. The reactants are: [S:1]1[C:5]([CH2:6][NH:7][CH:8]2[CH2:13][CH2:12][N:11]([CH2:14][CH2:15][N:16]3[C:25]4[C:20](=[CH:21][CH:22]=[C:23]([F:26])[CH:24]=4)[N:19]=[CH:18][C:17]3=[O:27])[CH2:10][CH2:9]2)=[CH:4][C:3]2[CH:28]=[CH:29][CH:30]=[CH:31][C:2]1=2.[ClH:32].C(OCC)(=O)C.